This data is from Forward reaction prediction with 1.9M reactions from USPTO patents (1976-2016). The task is: Predict the product of the given reaction. (1) Given the reactants C(N(CC)CC)C.Cl.[NH2:9][C@H:10]1[C:18]2[C:13](=[CH:14][C:15]([CH3:22])=[C:16]([C:19]([OH:21])=[O:20])[CH:17]=2)[CH2:12][CH2:11]1.[Cl:23][C:24]1[CH:32]=[CH:31][CH:30]=[CH:29][C:25]=1[C:26](Cl)=[O:27], predict the reaction product. The product is: [Cl:23][C:24]1[CH:32]=[CH:31][CH:30]=[CH:29][C:25]=1[C:26]([NH:9][C@H:10]1[C:18]2[C:13](=[CH:14][C:15]([CH3:22])=[C:16]([C:19]([OH:21])=[O:20])[CH:17]=2)[CH2:12][CH2:11]1)=[O:27]. (2) Given the reactants Cl[CH2:2][C:3]1[N:4]([C:20]2[CH:25]=[CH:24][C:23]([N+:26]([O-:28])=[O:27])=[CH:22][CH:21]=2)[CH:5]=[C:6]([C:8]2[C:9]([C:14]3[CH:19]=[CH:18][CH:17]=[CH:16][CH:15]=3)=[N:10][O:11][C:12]=2[CH3:13])[N:7]=1.[Cl:29][C:30]1[CH:37]=[CH:36][C:33]([CH2:34][OH:35])=[CH:32][CH:31]=1, predict the reaction product. The product is: [Cl:29][C:30]1[CH:37]=[CH:36][C:33]([CH2:34][O:35][CH2:2][C:3]2[N:4]([C:20]3[CH:25]=[CH:24][C:23]([N+:26]([O-:28])=[O:27])=[CH:22][CH:21]=3)[CH:5]=[C:6]([C:8]3[C:9]([C:14]4[CH:19]=[CH:18][CH:17]=[CH:16][CH:15]=4)=[N:10][O:11][C:12]=3[CH3:13])[N:7]=2)=[CH:32][CH:31]=1. (3) Given the reactants Cl.[N:2]1([C:8]2[CH:13]=[CH:12][N:11]=[C:10]([C:14]([OH:16])=O)[CH:9]=2)[CH2:7][CH2:6][CH2:5][CH2:4][CH2:3]1.Cl.[NH2:18][OH:19], predict the reaction product. The product is: [OH:19][NH:18][C:14]([C:10]1[CH:9]=[C:8]([N:2]2[CH2:3][CH2:4][CH2:5][CH2:6][CH2:7]2)[CH:13]=[CH:12][N:11]=1)=[O:16]. (4) Given the reactants C(OC([N:8]1[CH2:13][CH2:12][CH:11]([NH:14][C:15]2[CH:20]=[CH:19][C:18]([S:21]([CH3:24])(=[O:23])=[O:22])=[CH:17][N:16]=2)[CH2:10][CH2:9]1)=O)(C)(C)C.Cl.O1CCOCC1.C(=O)([O-])[O-].[K+].[K+], predict the reaction product. The product is: [CH3:24][S:21]([C:18]1[CH:19]=[CH:20][C:15]([NH:14][CH:11]2[CH2:12][CH2:13][NH:8][CH2:9][CH2:10]2)=[N:16][CH:17]=1)(=[O:22])=[O:23].